From a dataset of Full USPTO retrosynthesis dataset with 1.9M reactions from patents (1976-2016). Predict the reactants needed to synthesize the given product. (1) Given the product [CH2:35]([O:14][C:13](=[O:15])[C:12]1[CH:16]=[CH:17][CH:18]=[C:10]([CH2:9][CH:8]([NH:7][C:5](=[O:6])[CH2:4][CH2:3][C:1]#[N:2])[B:21]2[O:29][CH:28]3[C:23]([CH3:33])([CH:24]4[CH2:30][CH:26]([CH2:27]3)[C:25]4([CH3:32])[CH3:31])[O:22]2)[C:11]=1[O:19][CH3:20])[CH2:36][CH3:37], predict the reactants needed to synthesize it. The reactants are: [C:1]([CH2:3][CH2:4][C:5]([NH:7][CH:8]([B:21]1[O:29][CH:28]2[C:23]([CH3:33])([CH:24]3[CH2:30][CH:26]([CH2:27]2)[C:25]3([CH3:32])[CH3:31])[O:22]1)[CH2:9][C:10]1[C:11]([O:19][CH3:20])=[C:12]([CH:16]=[CH:17][CH:18]=1)[C:13]([OH:15])=[O:14])=[O:6])#[N:2].I[CH2:35][CH2:36][CH3:37]. (2) Given the product [F:48][C:45]1[CH:46]=[CH:47][C:42]([CH2:41][CH:7]2[CH2:8][N:9]([CH2:11][CH2:12][C@H:13]([NH:16][C:17]([NH:19][C:20]3[N:21]([CH3:27])[N:22]=[C:23]([CH2:25][CH3:26])[CH:24]=3)=[O:18])[CH2:14][OH:15])[CH2:10]2)=[CH:43][CH:44]=1, predict the reactants needed to synthesize it. The reactants are: ClC1C=CC(O[CH:7]2[CH2:10][N:9]([CH2:11][CH2:12][C@H:13]([NH:16][C:17]([NH:19][C:20]3[N:21]([CH3:27])[N:22]=[C:23]([CH2:25][CH3:26])[CH:24]=3)=[O:18])[CH2:14][OH:15])[CH2:8]2)=CC=1.Cl.N[C@@H](CCN1CC([CH2:41][C:42]2[CH:47]=[CH:46][C:45]([F:48])=[CH:44][CH:43]=2)C1)CO. (3) The reactants are: [C:1](O)([C:3]([F:6])([F:5])[F:4])=O.[NH:8]([C:10]1[N:15]=[N:14][C:13]([C:16]2[CH2:21][CH2:20][N:19](C(OC(C)(C)C)=O)[CH2:18][CH:17]=2)=[CH:12][CH:11]=1)[NH2:9]. Given the product [NH:19]1[CH2:18][CH:17]=[C:16]([C:13]2[CH:12]=[CH:11][C:10]3[N:15]([C:1]([C:3]([F:6])([F:5])[F:4])=[N:9][N:8]=3)[N:14]=2)[CH2:21][CH2:20]1, predict the reactants needed to synthesize it. (4) Given the product [F:1][C:2]([F:7])([F:6])[C:3]([OH:5])=[O:4].[CH2:8]([S:10]([N:13]1[CH2:14][CH2:15][CH:16]([C:19]2[C:27]3[C:22](=[C:23]([C:43]([NH2:45])=[O:44])[CH:24]=[C:25]([C:28]4[CH:33]=[C:32]([CH2:34][NH:35][CH2:36][C@H:37]5[CH2:41][CH2:40][CH2:39][O:38]5)[CH:31]=[C:30]([F:42])[CH:29]=4)[CH:26]=3)[NH:21][CH:20]=2)[CH2:17][CH2:18]1)(=[O:12])=[O:11])[CH3:9], predict the reactants needed to synthesize it. The reactants are: [F:1][C:2]([F:7])([F:6])[C:3]([OH:5])=[O:4].[CH2:8]([S:10]([N:13]1[CH2:18][CH2:17][CH:16]([C:19]2[C:27]3[C:22](=[C:23]([C:43]([NH2:45])=[O:44])[CH:24]=[C:25]([C:28]4[CH:33]=[C:32]([CH2:34][NH:35][CH2:36][C@@H:37]5[CH2:41][CH2:40][CH2:39][O:38]5)[CH:31]=[C:30]([F:42])[CH:29]=4)[CH:26]=3)[NH:21][CH:20]=2)[CH2:15][CH2:14]1)(=[O:12])=[O:11])[CH3:9].O1CCC[C@H]1CN. (5) Given the product [CH:1]1[C:10]2[C:5](=[CH:6][CH:7]=[CH:8][CH:9]=2)[CH:4]=[C:3]([NH:11][C:12](=[O:47])[O:13][CH2:14][C@@H:15]([N:33]([CH3:46])[C:34]([NH:36][CH2:37][C:38]2[CH:43]=[CH:42][CH:41]=[C:40]([F:44])[C:39]=2[Cl:48])=[O:35])[CH2:16][C@@H:17]([OH:32])[CH2:18][O:19][P:20]([OH:27])([OH:22])=[O:21])[N:2]=1, predict the reactants needed to synthesize it. The reactants are: [CH:1]1[C:10]2[C:5](=[CH:6][CH:7]=[CH:8][CH:9]=2)[CH:4]=[C:3]([NH:11][C:12](=[O:47])[O:13][CH2:14][C@@H:15]([N:33]([CH3:46])[C:34]([NH:36][CH2:37][C:38]2[CH:43]=[CH:42][CH:41]=[C:40]([F:44])[C:39]=2F)=[O:35])[CH2:16][C@@H:17]([OH:32])[CH2:18][O:19][P:20]([O:27]C(C)(C)C)([O:22]C(C)(C)C)=[O:21])[N:2]=1.[ClH:48]. (6) Given the product [CH3:9][O:12][C:2]1[CH:7]=[CH:6][C:5]([C:2]2[CH:7]=[CH:6][CH:5]=[C:4]([C:2]3[CH:7]=[CH:6][C:5]([O:12][CH3:9])=[CH:4][CH:3]=3)[CH:3]=2)=[CH:4][CH:3]=1, predict the reactants needed to synthesize it. The reactants are: I[C:2]1[CH:7]=[CH:6][CH:5]=[C:4](I)[CH:3]=1.[C:9](=[O:12])([O-])[O-].[K+].[K+]. (7) Given the product [F:33][C@:10]1([CH3:32])[C@H:9]([OH:34])[C@@H:13]([CH2:14][OH:15])[O:12][C@H:11]1[N:24]1[CH:31]=[CH:30][C:28](=[O:29])[NH:27][C:25]1=[O:26], predict the reactants needed to synthesize it. The reactants are: C([C@@:9]1([OH:34])[C@@H:13]([CH:14](C(=O)C2C=CC=CC=2)[OH:15])[O:12][C@@H:11]([N:24]2[CH:31]=[CH:30][C:28](=[O:29])[NH:27][C:25]2=[O:26])[C@@:10]1([F:33])[CH3:32])(=O)C1C=CC=CC=1.N. (8) The reactants are: C([O:5][C:6](=[O:30])[CH2:7][N:8]1[C:16]2[C:11](=[CH:12][C:13]([Cl:17])=[CH:14][CH:15]=2)[C:10]([CH:18]2[C:22]3[CH:23]=[CH:24][CH:25]=[CH:26][C:21]=3[S:20](=[O:28])(=[O:27])[NH:19]2)=[C:9]1[CH3:29])(C)(C)C.Cl[CH2:32][C:33]1[C:34]([C:39]2[CH:44]=[CH:43][CH:42]=[CH:41][CH:40]=2)=[N:35][O:36][C:37]=1[CH3:38]. Given the product [Cl:17][C:13]1[CH:12]=[C:11]2[C:16](=[CH:15][CH:14]=1)[N:8]([CH2:7][C:6]([OH:5])=[O:30])[C:9]([CH3:29])=[C:10]2[CH:18]1[C:22]2[CH:23]=[CH:24][CH:25]=[CH:26][C:21]=2[S:20](=[O:27])(=[O:28])[N:19]1[CH2:32][C:33]1[C:34]([C:39]2[CH:44]=[CH:43][CH:42]=[CH:41][CH:40]=2)=[N:35][O:36][C:37]=1[CH3:38], predict the reactants needed to synthesize it. (9) Given the product [F:1][C:2]1[CH:3]=[CH:4][C:5]([C:21]([N:23]2[CH2:24][CH2:25][O:26][CH2:27][CH2:28]2)=[O:22])=[C:6]2[C:10]=1[NH:9][C:8]1[C:11]([CH2:18][C:19]([OH:30])=[O:20])([CH2:15][CH2:16][CH3:17])[O:12][CH2:13][CH2:14][C:7]2=1, predict the reactants needed to synthesize it. The reactants are: [F:1][C:2]1[CH:3]=[CH:4][C:5]([C:21]([N:23]2[CH2:28][CH2:27][O:26][CH2:25][CH2:24]2)=[O:22])=[C:6]2[C:10]=1[NH:9][C:8]1[C:11]([CH2:18][CH:19]=[O:20])([CH2:15][CH2:16][CH3:17])[O:12][CH2:13][CH2:14][C:7]2=1.O.[O-:30]Cl=O.[Na+].Cl. (10) Given the product [CH3:1][O:2][C:16]1[N:24]=[C:23]2[C:19]([NH:20][C:21](=[O:26])[N:22]2[CH3:25])=[CH:18][N:17]=1, predict the reactants needed to synthesize it. The reactants are: [CH3:1][O:2]C1C=C(C)N=C(NC)C=1[N+]([O-])=O.Cl[C:16]1[N:24]=[C:23]2[C:19]([NH:20][C:21](=[O:26])[N:22]2[CH3:25])=[CH:18][N:17]=1.